Dataset: Full USPTO retrosynthesis dataset with 1.9M reactions from patents (1976-2016). Task: Predict the reactants needed to synthesize the given product. (1) Given the product [OH:24][CH2:23][CH2:22][N:9]1[C:10]([CH2:12][NH:13][C:14](=[O:20])[O:15][C:16]([CH3:17])([CH3:19])[CH3:18])=[N:11][C:7]([C:4]2[CH:5]=[CH:6][N:1]=[CH:2][CH:3]=2)=[N:8]1, predict the reactants needed to synthesize it. The reactants are: [N:1]1[CH:6]=[CH:5][C:4]([C:7]2[N:11]=[C:10]([CH2:12][NH:13][C:14](=[O:20])[O:15][C:16]([CH3:19])([CH3:18])[CH3:17])[NH:9][N:8]=2)=[CH:3][CH:2]=1.Br[CH2:22][CH2:23][OH:24].C(=O)([O-])[O-].[K+].[K+].N1C=CN=N1. (2) Given the product [ClH:33].[ClH:33].[NH2:4][C:5]1[CH:6]=[C:7]([N:15]2[C:20](=[O:21])[C:19]([CH2:22][C:23]3[CH:24]=[N:25][CH:26]=[CH:27][CH:28]=3)=[N:18][C:17]3[CH:29]=[CH:30][CH:31]=[N:32][C:16]2=3)[CH:8]=[C:9]([C:11]([O:13][CH3:14])=[O:12])[CH:10]=1, predict the reactants needed to synthesize it. The reactants are: C([NH:4][C:5]1[CH:6]=[C:7]([N:15]2[C:20](=[O:21])[C:19]([CH2:22][C:23]3[CH:24]=[N:25][CH:26]=[CH:27][CH:28]=3)=[N:18][C:17]3[CH:29]=[CH:30][CH:31]=[N:32][C:16]2=3)[CH:8]=[C:9]([C:11]([O:13][CH3:14])=[O:12])[CH:10]=1)(=O)C.[ClH:33]. (3) Given the product [CH:27]1([N:26]([CH:33]2[CH2:38][CH2:37][CH2:36][CH2:35][CH2:34]2)[C:24](=[O:25])[NH:23][C:21]2[S:22][C:18]([N:14]3[CH2:15][CH2:16][N:11]([CH3:10])[CH2:12][CH2:13]3)=[C:19]([CH2:39][C:40]([O:42][CH2:43][CH3:44])=[O:41])[N:20]=2)[CH2:32][CH2:31][CH2:30][CH2:29][CH2:28]1, predict the reactants needed to synthesize it. The reactants are: CCN(C(C)C)C(C)C.[CH3:10][N:11]1[CH2:16][CH2:15][NH:14][CH2:13][CH2:12]1.Cl[C:18]1[S:22][C:21]([NH:23][C:24]([N:26]([CH:33]2[CH2:38][CH2:37][CH2:36][CH2:35][CH2:34]2)[CH:27]2[CH2:32][CH2:31][CH2:30][CH2:29][CH2:28]2)=[O:25])=[N:20][C:19]=1[CH2:39][C:40]([O:42][CH2:43][CH3:44])=[O:41]. (4) Given the product [CH2:28]([O:30][C:31]([CH:33]1[CH2:38][CH2:37][CH:36]([NH:39][C:11](=[O:12])[C:10]2[CH:9]=[C:8]([O:7][C:6]3[CH:26]=[CH:27][C:3]([C:1]#[N:2])=[CH:4][CH:5]=3)[CH:16]=[C:15]([O:17][C:18]3[CH:23]=[CH:22][C:21]([C:24]#[N:25])=[CH:20][CH:19]=3)[CH:14]=2)[CH2:35][CH2:34]1)=[O:32])[CH3:29], predict the reactants needed to synthesize it. The reactants are: [C:1]([C:3]1[CH:27]=[CH:26][C:6]([O:7][C:8]2[CH:9]=[C:10]([CH:14]=[C:15]([O:17][C:18]3[CH:23]=[CH:22][C:21]([C:24]#[N:25])=[CH:20][CH:19]=3)[CH:16]=2)[C:11](O)=[O:12])=[CH:5][CH:4]=1)#[N:2].[CH2:28]([O:30][C:31]([CH:33]1[CH2:38][CH2:37][CH:36]([NH2:39])[CH2:35][CH2:34]1)=[O:32])[CH3:29]. (5) Given the product [F:17][C:2]1([F:1])[O:6][C:5]2[CH:7]=[CH:8][C:9]([C:11]3([C:14]([NH:24][C@H:25]4[CH2:30][CH2:29][O:28][C@@H:27]([C:31]5[CH:32]=[C:33]([CH:38]=[CH:39][CH:40]=5)[C:34]([O:36][CH3:37])=[O:35])[CH2:26]4)=[O:16])[CH2:12][CH2:13]3)=[CH:10][C:4]=2[O:3]1, predict the reactants needed to synthesize it. The reactants are: [F:1][C:2]1([F:17])[O:6][C:5]2[CH:7]=[CH:8][C:9]([C:11]3([C:14]([OH:16])=O)[CH2:13][CH2:12]3)=[CH:10][C:4]=2[O:3]1.C(Cl)(=O)C(Cl)=O.[NH2:24][CH:25]1[CH2:30][CH2:29][O:28][CH:27]([C:31]2[CH:32]=[C:33]([CH:38]=[CH:39][CH:40]=2)[C:34]([O:36][CH3:37])=[O:35])[CH2:26]1.C(N(CC)CC)C. (6) Given the product [O:13]=[C:4]1[C:5](=[O:12])[C:6]2[C:11](=[CH:10][CH:9]=[CH:8][CH:7]=2)[C:2]([S:29][CH2:28][C:15]2([OH:14])[CH2:16][CH2:17][N:18]([C:21]([O:23][C:24]([CH3:26])([CH3:25])[CH3:27])=[O:22])[CH2:19][CH2:20]2)=[CH:3]1, predict the reactants needed to synthesize it. The reactants are: Cl[C:2]1[C:11]2[C:6](=[CH:7][CH:8]=[CH:9][CH:10]=2)[C:5](=[O:12])[C:4](=[O:13])[CH:3]=1.[OH:14][C:15]1([CH2:28][SH:29])[CH2:20][CH2:19][N:18]([C:21]([O:23][C:24]([CH3:27])([CH3:26])[CH3:25])=[O:22])[CH2:17][CH2:16]1.C(=O)([O-])[O-].[K+].[K+]. (7) Given the product [C:38]([C:35]1[CH:34]=[CH:33][C:32]([CH2:31][O:1][C:2]2[CH:3]=[C:4]([C:8]3[C:17]4[C:12](=[C:13]([C:18]([F:21])([F:19])[F:20])[CH:14]=[CH:15][CH:16]=4)[N:11]=[CH:10][C:9]=3[C:22]([C:24]3[CH:25]=[CH:26][CH:27]=[CH:28][CH:29]=3)=[O:23])[CH:5]=[CH:6][CH:7]=2)=[CH:37][CH:36]=1)([CH3:41])([CH3:39])[CH3:40], predict the reactants needed to synthesize it. The reactants are: [OH:1][C:2]1[CH:3]=[C:4]([C:8]2[C:17]3[C:12](=[C:13]([C:18]([F:21])([F:20])[F:19])[CH:14]=[CH:15][CH:16]=3)[N:11]=[CH:10][C:9]=2[C:22]([C:24]2[CH:29]=[CH:28][CH:27]=[CH:26][CH:25]=2)=[O:23])[CH:5]=[CH:6][CH:7]=1.Br[CH2:31][C:32]1[CH:37]=[CH:36][C:35]([C:38]([CH3:41])([CH3:40])[CH3:39])=[CH:34][CH:33]=1.